Task: Binary Classification. Given a miRNA mature sequence and a target amino acid sequence, predict their likelihood of interaction.. Dataset: Experimentally validated miRNA-target interactions with 360,000+ pairs, plus equal number of negative samples (1) The miRNA is hsa-miR-657 with sequence GGCAGGUUCUCACCCUCUCUAGG. The protein sequence of the target gene is MAANMYRVGDYVYFENSSSNPYLIRRIEELNKTASGNVEAKVVCFYRRRDISNTLIMLADKHAKEIEEESETTVEADLTDKQKHQLKHRELFLSRQYESLPATHIRGKCSVALLNETESVLSYLDKEDTFFYSLVYDPSLKTLLADKGEIRVGPRYQADIPEMLLEGESDEREQSKLEVKVWDPNSPLTDRQIDQFLVVARAVGTFARALDCSSSVRQPSLHMSAAAASRDITLFHAMDTLYRHSYDLSSAISVLVPLGGPVLCRDEMEEWSASEASLFEEALEKYGKDFNDIRQDFLPW.... Result: 0 (no interaction). (2) The protein sequence of the target gene is METAERISAAASAASSRRAKRLAQQAHKTHPVIQAKQNQMYLITTLSPAQVDNSLINRVLPKEVLLKVFSFLDTKALCRSAQVCRSWSILALDGSNWQRVDLFTFQRDVKTAVVENLARRCGGFLKELSLKGCENVHDSALRTFTSRCPNLEHLSLYRCKRVTDASCENLGRYCHKLNYLNLENCSSITDRAMKYIGDGCPNLSYLNISWCDAIQDRGVQIILSNCKSLDTLILRGCEGLTENVFGSVEAHMGAIKKLNLLQCFQLTDITVQNIANGATALEYLCMSNCNQISDRSLVSL.... Result: 0 (no interaction). The miRNA is gga-miR-365-3p with sequence UAAUGCCCCUAAAAAUCCUUAU. (3) The miRNA is mmu-miR-760-5p with sequence CCCCUCAGGCCACCAGAGCCCGG. The protein sequence of the target gene is MSSKGSSTDGRTDLANGSLSSSPEEMSGAEEGRETSSGIEVEASDLSLSLTGDDGGPNRTSTESRGTDTESSGEDKDSDSMEDTGHYSINDENRVHDRSEEEEEEEEEEEEEQPRRRVQRKRANRDQDSSDDERALEDWVSSETSALPRPRWQALPALRERELGSSARFVYEACGARVFVQRFRLQHGLEGHTGCVNTLHFNQRGTWLASGSDDLKVVVWDWVRRQPVLDFESGHKSNVFQAKFLPNSGDSTLAMCARDGQVRVAELSATQCCKNTKRVAQHKGASHKLALEPDSPCTFL.... Result: 0 (no interaction). (4) The miRNA is hsa-miR-877-3p with sequence UCCUCUUCUCCCUCCUCCCAG. The protein sequence of the target gene is MKDDFAEEEEVQSFGYKRFGIQEGTQCTKCKNNWALKFSIILLYILCALLTITVAILGYKVVEKMDNVTGGMETSRQTYDDKLTAVESDLKKLGDQTGKKAISTNSELSTFRSDILDLRQQLREITEKTSKNKDTLEKLQASGDALVDRQSQLKETLENNSFLITTVNKTLQAYNGYVTNLQQDTSVLQGNLQNQMYSHNVVIMNLNNLNLTQVQQRNLITNLQRSVDDTSQAIQRIKNDFQNLQQVFLQAKKDTDWLKEKVQSLQTLAANNSALAKANNDTLEDMNSQLNSFTGQMENI.... Result: 0 (no interaction). (5) The miRNA is hsa-miR-3615 with sequence UCUCUCGGCUCCUCGCGGCUC. The protein sequence of the target gene is MYIKMATLANGQADNASLSTNGLGSSPGSAGHMNGLSHSPGNPSTIPMKDHDAIKLFIGQIPRNLDEKDLKPLFEEFGKIYELTVLKDRFTGMHKGCAFLTYCERESALKAQSALHEQKTLPGMNRPIQVKPADSESRGGSSCLRQPPSQDRKLFVGMLNKQQSEDDVRRLFEAFGNIEECTILRGPDGNSKGCAFVKYSSHAEAQAAINALHGSQTMPGASSSLVVKFADTDKERTMRRMQQMAGQMGMFNPMAIPFGAYGAYAQALMQQQAALMASVAQGGYLNPMAAFAAAQMQQMA.... Result: 0 (no interaction).